From a dataset of Catalyst prediction with 721,799 reactions and 888 catalyst types from USPTO. Predict which catalyst facilitates the given reaction. (1) Reactant: [C:1]([O:5][C:6]([N:8]1[CH2:13][C@@H:12]([C:14](=[O:37])[NH:15][CH2:16][C:17]2([CH2:31][CH2:32][CH2:33][CH2:34][O:35][CH3:36])[C:30]3[CH:29]=[CH:28][CH:27]=[CH:26][C:25]=3[O:24][C:23]3[C:18]2=[CH:19][CH:20]=[CH:21][CH:22]=3)[CH2:11][C@@H:10]([NH:38][S:39]([C:42]2[CH:47]=[CH:46][C:45]([CH2:48][OH:49])=[CH:44][CH:43]=2)(=[O:41])=[O:40])[CH2:9]1)=[O:7])([CH3:4])([CH3:3])[CH3:2].CCN(CC)CC.[CH3:57][S:58](Cl)(=[O:60])=[O:59]. Product: [C:1]([O:5][C:6]([N:8]1[CH2:13][C@@H:12]([C:14](=[O:37])[NH:15][CH2:16][C:17]2([CH2:31][CH2:32][CH2:33][CH2:34][O:35][CH3:36])[C:30]3[CH:29]=[CH:28][CH:27]=[CH:26][C:25]=3[O:24][C:23]3[C:18]2=[CH:19][CH:20]=[CH:21][CH:22]=3)[CH2:11][C@@H:10]([NH:38][S:39]([C:42]2[CH:47]=[CH:46][C:45]([CH2:48][O:49][S:58]([CH3:57])(=[O:60])=[O:59])=[CH:44][CH:43]=2)(=[O:40])=[O:41])[CH2:9]1)=[O:7])([CH3:4])([CH3:2])[CH3:3]. The catalyst class is: 326. (2) Reactant: [Br:1][C:2]1[NH:6][CH:5]=[N:4][CH:3]=1.[H-].[Na+].Br[CH2:10][CH2:11][O:12][C:13]([C:26]1[CH:31]=[CH:30][CH:29]=[CH:28][CH:27]=1)([C:20]1[CH:25]=[CH:24][CH:23]=[CH:22][CH:21]=1)[C:14]1[CH:19]=[CH:18][CH:17]=[CH:16][CH:15]=1. Product: [Br:1][C:2]1[N:6]=[CH:5][N:4]([CH2:10][CH2:11][O:12][C:13]([C:20]2[CH:25]=[CH:24][CH:23]=[CH:22][CH:21]=2)([C:14]2[CH:15]=[CH:16][CH:17]=[CH:18][CH:19]=2)[C:26]2[CH:31]=[CH:30][CH:29]=[CH:28][CH:27]=2)[CH:3]=1. The catalyst class is: 18.